Dataset: Reaction yield outcomes from USPTO patents with 853,638 reactions. Task: Predict the reaction yield, written as a fraction of the theoretical maximum amount of product (1.0 means a 100% yield; for example, 0.34 means a 34% yield). (1) The yield is 0.920. No catalyst specified. The reactants are [Br:1][C:2]1[CH:10]=[C:9]([C:11]([OH:13])=[O:12])[CH:8]=[CH:7][C:3]=1[C:4]([OH:6])=[O:5].S(=O)(=O)(O)O.[N+:19]([O-])([OH:21])=[O:20]. The product is [Br:1][C:2]1[CH:10]=[C:9]([C:11]([OH:13])=[O:12])[C:8]([N+:19]([O-:21])=[O:20])=[CH:7][C:3]=1[C:4]([OH:6])=[O:5]. (2) The yield is 0.350. The product is [F:1][C:2]1[CH:3]=[CH:4][C:5]([C:8]2[N:12]([S:27]([C:21]3[CH:26]=[CH:25][CH:24]=[CH:23][CH:22]=3)(=[O:29])=[O:28])[C:11]([CH3:13])=[C:10]([C:14]([O:16][CH2:17][CH3:18])=[O:15])[CH:9]=2)=[CH:6][CH:7]=1. The reactants are [F:1][C:2]1[CH:7]=[CH:6][C:5]([C:8]2[NH:12][C:11]([CH3:13])=[C:10]([C:14]([O:16][CH2:17][CH3:18])=[O:15])[CH:9]=2)=[CH:4][CH:3]=1.[H-].[Na+].[C:21]1([S:27](Cl)(=[O:29])=[O:28])[CH:26]=[CH:25][CH:24]=[CH:23][CH:22]=1. The catalyst is O1CCCC1.